This data is from Kir2.1 potassium channel HTS with 301,493 compounds. The task is: Binary Classification. Given a drug SMILES string, predict its activity (active/inactive) in a high-throughput screening assay against a specified biological target. (1) The molecule is BrC1CCN(CC1)c1c([N+]([O-])=O)cc(C(NC(=O)c2ccc(Br)cc2)CC(=O)N)cc1. The result is 0 (inactive). (2) The drug is S(CCCOc1ccc(C(C)(C)C)cc1)C(C)C. The result is 0 (inactive).